This data is from Forward reaction prediction with 1.9M reactions from USPTO patents (1976-2016). The task is: Predict the product of the given reaction. (1) Given the reactants C(=O)CCC1C=CC=CC=1.[Li].C(O[PH+]([CH2:19][C:20]([O:22]CC)=[O:21])OCC)C.[Br-].Br[CH2:27]/[CH:28]=[CH:29]/[CH2:30][CH2:31][C:32]1[CH:37]=[CH:36][CH:35]=[CH:34][CH:33]=1.C1(P(C2C=CC=CC=2)C2C=CC=CC=2)C=CC=CC=1.C(Br)(Br)(Br)Br.[Na].C(OCC)(=O)CC(OCC)=O, predict the reaction product. The product is: [C:32]1([CH2:31][CH2:30]/[CH:29]=[CH:28]/[CH2:27][CH2:19][C:20]([OH:22])=[O:21])[CH:37]=[CH:36][CH:35]=[CH:34][CH:33]=1. (2) Given the reactants [CH3:1][Si:2]([CH3:10])([CH3:9])[O:3][C:4]([CH3:8])([C:6]#[CH:7])[CH3:5].[Li]CCCC.[Cl:16][C:17]1[CH:28]=[CH:27][C:20]([C:21](N(OC)C)=[O:22])=[CH:19][CH:18]=1, predict the reaction product. The product is: [Cl:16][C:17]1[CH:28]=[CH:27][C:20]([C:21](=[O:22])[C:7]#[C:6][C:4]([CH3:8])([O:3][Si:2]([CH3:10])([CH3:9])[CH3:1])[CH3:5])=[CH:19][CH:18]=1. (3) Given the reactants [CH3:1][C:2]([C@@H:17]1[CH2:22][CH2:21][N:20](C(OC(C)(C)C)=O)[C:19](=[O:30])[CH2:18]1)([S:4]([C:7]1[CH:12]=[CH:11][CH:10]=[C:9]([C:13]([F:16])([F:15])[F:14])[CH:8]=1)(=[O:6])=[O:5])[CH3:3].C(O)(C(F)(F)F)=O, predict the reaction product. The product is: [CH3:3][C:2]([C@@H:17]1[CH2:22][CH2:21][NH:20][C:19](=[O:30])[CH2:18]1)([S:4]([C:7]1[CH:12]=[CH:11][CH:10]=[C:9]([C:13]([F:15])([F:14])[F:16])[CH:8]=1)(=[O:5])=[O:6])[CH3:1]. (4) The product is: [C:21]1([CH3:25])[CH:22]=[CH:23][CH:24]=[C:19]([N:18]2[C:13]3=[N:14][CH:15]=[CH:16][CH:17]=[C:12]3[N:11]=[C:10]2[C@@H:8]([NH2:7])[CH3:9])[CH:20]=1. Given the reactants C(OC(=O)[NH:7][C@H:8]([C:10]1[N:18]([C:19]2[CH:20]=[C:21]([CH3:25])[CH:22]=[CH:23][CH:24]=2)[C:13]2=[N:14][CH:15]=[CH:16][CH:17]=[C:12]2[N:11]=1)[CH3:9])(C)(C)C.C(O)(C(F)(F)F)=O, predict the reaction product. (5) Given the reactants [CH3:1][O:2][C:3]1[CH:4]=[C:5]([SH:9])[CH:6]=[CH:7][CH:8]=1.[OH-].[Na+].[CH3:12][C:13](=[CH:15][CH2:16]Br)[CH3:14], predict the reaction product. The product is: [CH3:1][O:2][C:3]1[CH:8]=[CH:7][CH:6]=[C:5]([S:9][CH2:16][CH:15]=[C:13]([CH3:14])[CH3:12])[CH:4]=1. (6) The product is: [I:5][C:6]1[CH:7]=[CH:8][C:9]2[CH2:10][CH:11]3[CH2:18][NH:17][CH2:16][CH2:15][N:12]3[C:13]=2[CH:14]=1. Given the reactants C([BH3-])#N.[Na+].[I:5][C:6]1[CH:7]=[CH:8][C:9]2[CH:10]=[C:11]3[CH2:18][NH:17][CH2:16][CH2:15][N:12]3[C:13]=2[CH:14]=1.C(=O)([O-])O.[Na+].C(OCC)(=O)C, predict the reaction product. (7) Given the reactants [CH3:1][O:2][CH2:3][CH2:4][NH2:5].C(N(CC)CC)C.Br[CH2:14][C:15]1[CH:16]=[C:17]([CH:20]=[CH:21][CH:22]=1)[C:18]#[N:19], predict the reaction product. The product is: [CH3:1][O:2][CH2:3][CH2:4][NH:5][CH2:14][C:15]1[CH:16]=[C:17]([CH:20]=[CH:21][CH:22]=1)[C:18]#[N:19].